Task: Regression/Classification. Given a drug SMILES string, predict its absorption, distribution, metabolism, or excretion properties. Task type varies by dataset: regression for continuous measurements (e.g., permeability, clearance, half-life) or binary classification for categorical outcomes (e.g., BBB penetration, CYP inhibition). For this dataset (solubility_aqsoldb), we predict Y.. Dataset: Aqueous solubility values for 9,982 compounds from the AqSolDB database (1) The molecule is CC12CC(O)C3C(CCC4CC(O)CCC43C)C1CCC2=O. The Y is -3.59 log mol/L. (2) The drug is CC1=CCC(/C=C/C(C)(C)C(C)O)C1(C)C. The Y is -4.22 log mol/L. (3) The molecule is O=C(O)c1ccccc1C(=O)c1ccccc1O. The Y is -2.34 log mol/L. (4) The compound is C1=CCCC1. The Y is -2.10 log mol/L. (5) The Y is -2.74 log mol/L. The compound is CCCCCCCC(C)O. (6) The molecule is CCC(=O)OC1CCC(C(C)C)CC1. The Y is -4.17 log mol/L.